From a dataset of Catalyst prediction with 721,799 reactions and 888 catalyst types from USPTO. Predict which catalyst facilitates the given reaction. (1) Reactant: [CH3:1][C:2]1[C:3]([CH3:12])([CH3:11])[C:4]2[C:5]([N:10]=1)=[N:6][CH:7]=[CH:8][CH:9]=2.[CH2:13]1[CH2:19][S:16](=[O:18])(=[O:17])[O:15][CH2:14]1. Product: [CH3:1][C:2]1[C:3]([CH3:12])([CH3:11])[C:4]2[C:5]([N:10]=1)=[N+:6]([CH2:14][CH2:13][CH2:19][S:16]([O-:18])(=[O:17])=[O:15])[CH:7]=[CH:8][CH:9]=2. The catalyst class is: 115. (2) Reactant: [N:1]12[CH2:8][CH2:7][C:4]([C:9]([C:17]3[CH:22]=[CH:21][CH:20]=[CH:19][CH:18]=3)([C:11]3[CH:16]=[CH:15][CH:14]=[CH:13][CH:12]=3)[OH:10])([CH2:5][CH2:6]1)[CH2:3][CH2:2]2.[Br:23][CH2:24][CH2:25][CH2:26][O:27][C:28]1[CH:33]=[CH:32][CH:31]=[CH:30][C:29]=1[O:34][CH3:35]. Product: [Br-:23].[OH:10][C:9]([C:17]1[CH:22]=[CH:21][CH:20]=[CH:19][CH:18]=1)([C:11]1[CH:12]=[CH:13][CH:14]=[CH:15][CH:16]=1)[C:4]12[CH2:5][CH2:6][N+:1]([CH2:24][CH2:25][CH2:26][O:27][C:28]3[CH:33]=[CH:32][CH:31]=[CH:30][C:29]=3[O:34][CH3:35])([CH2:2][CH2:3]1)[CH2:8][CH2:7]2. The catalyst class is: 23. (3) Reactant: [Br:1][C:2]1[CH:3]=[CH:4][C:5]([CH:11]=[O:12])=[C:6]([CH:10]=1)[C:7](O)=[O:8].Cl.[CH3:14][N:15](C)[CH2:16]CCN=C=NCC.ClCCl.CNC. The catalyst class is: 6. Product: [Br:1][C:2]1[CH:3]=[CH:4][C:5]([CH:11]=[O:12])=[C:6]([CH:10]=1)[C:7]([N:15]([CH3:16])[CH3:14])=[O:8]. (4) Reactant: [N:1]1[CH:6]=[CH:5][N:4]=[CH:3][C:2]=1[CH:7]([CH3:12])[C:8]([O:10][CH3:11])=[O:9].[Br:13]N1C(=O)CCC1=O.CC(N=NC(C#N)(C)C)(C#N)C. Product: [Br:13][C:7]([C:2]1[CH:3]=[N:4][CH:5]=[CH:6][N:1]=1)([CH3:12])[C:8]([O:10][CH3:11])=[O:9]. The catalyst class is: 53. (5) Reactant: [Br:1][C:2]1[CH:7]=[CH:6][N:5]=[C:4]([NH2:8])[CH:3]=1.[C:9]([N:17]=[C:18]=[S:19])(=[O:16])[C:10]1[CH:15]=[CH:14][CH:13]=[CH:12][CH:11]=1. Product: [Br:1][C:2]1[CH:7]=[CH:6][N:5]=[C:4]([NH:8][C:18]([NH:17][C:9](=[O:16])[C:10]2[CH:11]=[CH:12][CH:13]=[CH:14][CH:15]=2)=[S:19])[CH:3]=1. The catalyst class is: 21. (6) Reactant: [OH:1][C:2]1[CH:3]=[C:4]2[C:9](=[C:10]([CH3:13])[C:11]=1[CH3:12])[O:8][C:7]([CH2:15][CH2:16][C:17]([OH:19])=O)([CH3:14])[CH2:6][CH2:5]2.[O:20]1[CH:25]=[CH:24][CH2:23][CH2:22][CH2:21]1.C1(C)C=CC(S([O-])(=O)=O)=CC=1.[NH+]1C=CC=CC=1. The catalyst class is: 410. Product: [CH3:14][C:7]1([CH2:15][CH2:16][CH2:17][OH:19])[CH2:6][CH2:5][C:4]2[C:9](=[C:10]([CH3:13])[C:11]([CH3:12])=[C:2]([O:1][CH:21]3[CH2:22][CH2:23][CH2:24][CH2:25][O:20]3)[CH:3]=2)[O:8]1. (7) Reactant: [NH2:1][C:2]1[C:7]([F:8])=[C:6]([C:9]2[CH:14]=[CH:13][C:12]([Cl:15])=[C:11]([O:16][CH3:17])[C:10]=2[F:18])[N:5]=[C:4]([C:19]([OH:21])=[O:20])[C:3]=1[O:22][CH3:23].C([O-])([O-])=O.[K+].[K+].Br[CH2:31][C:32]1[CH:37]=[CH:36][CH:35]=[CH:34][CH:33]=1. Product: [NH2:1][C:2]1[C:7]([F:8])=[C:6]([C:9]2[CH:14]=[CH:13][C:12]([Cl:15])=[C:11]([O:16][CH3:17])[C:10]=2[F:18])[N:5]=[C:4]([C:19]([O:21][CH2:31][C:32]2[CH:37]=[CH:36][CH:35]=[CH:34][CH:33]=2)=[O:20])[C:3]=1[O:22][CH3:23]. The catalyst class is: 58. (8) Reactant: [CH2:1]([O:3][C:4](=[O:19])[CH2:5][C:6]([NH:8]/[C:9](/[CH3:18])=[C:10](/[CH2:16][CH3:17])\[C:11]([O:13]CC)=O)=[O:7])[CH3:2].C[O-].[Na+].Cl. Product: [CH2:16]([C:10]1[C:11]([OH:13])=[C:5]([C:4]([O:3][CH2:1][CH3:2])=[O:19])[C:6](=[O:7])[NH:8][C:9]=1[CH3:18])[CH3:17]. The catalyst class is: 14.